This data is from Forward reaction prediction with 1.9M reactions from USPTO patents (1976-2016). The task is: Predict the product of the given reaction. The product is: [OH:24][CH2:23][CH2:22][CH2:21][CH2:20][N:2]1[CH2:7][CH2:6][CH:5]([C:8]2[NH:9][C:10](=[O:18])[C:11]3[C:16]([CH:17]=2)=[CH:15][CH:14]=[CH:13][CH:12]=3)[CH2:4][CH2:3]1. Given the reactants Cl.[NH:2]1[CH2:7][CH2:6][CH:5]([C:8]2[NH:9][C:10](=[O:18])[C:11]3[C:16]([CH:17]=2)=[CH:15][CH:14]=[CH:13][CH:12]=3)[CH2:4][CH2:3]1.Br[CH2:20][CH2:21][CH2:22][CH2:23][OH:24], predict the reaction product.